From a dataset of Full USPTO retrosynthesis dataset with 1.9M reactions from patents (1976-2016). Predict the reactants needed to synthesize the given product. (1) The reactants are: [Br:1][C:2]1[CH:7]=[CH:6][CH:5]=[CH:4][C:3]=1[OH:8].N1C=CN=C1.[Si:14](Cl)([C:17]([CH3:20])([CH3:19])[CH3:18])([CH3:16])[CH3:15].O. Given the product [Br:1][C:2]1[CH:7]=[CH:6][CH:5]=[CH:4][C:3]=1[O:8][Si:14]([C:17]([CH3:20])([CH3:19])[CH3:18])([CH3:16])[CH3:15], predict the reactants needed to synthesize it. (2) Given the product [F:1][C:2]1[CH:3]=[CH:4][C:5]2=[C:8]3[N:9]=[C:10]([N:20]4[CH2:25][CH2:24][CH2:23][CH2:22][CH2:21]4)[S:11][C:12]3=[C:13]3[C:14]([C:15](=[O:19])[NH:16][CH:17]=[CH:18]3)=[C:6]2[CH:7]=1, predict the reactants needed to synthesize it. The reactants are: [F:1][C:2]1[CH:7]=[CH:6][C:5]([C:8]2[N:9]=[C:10]([N:20]3[CH2:25][CH2:24][CH2:23][CH2:22][CH2:21]3)[S:11][C:12]=2[C:13]2[CH:18]=[CH:17][NH:16][C:15](=[O:19])[CH:14]=2)=[CH:4][CH:3]=1. (3) Given the product [CH3:32][S:33]([OH:36])(=[O:35])=[O:34].[N:1]1([CH2:7][C:8]2[CH:9]=[C:10]([CH:13]=[C:14]3[C:22]4[C:17](=[CH:18][CH:19]=[C:20]([CH2:23][N:24]5[C:28](=[O:29])[CH2:27][S:26][C:25]5=[O:30])[CH:21]=4)[NH:16][C:15]3=[O:31])[NH:11][CH:12]=2)[CH2:6][CH2:5][O:4][CH2:3][CH2:2]1, predict the reactants needed to synthesize it. The reactants are: [N:1]1([CH2:7][C:8]2[CH:9]=[C:10]([CH:13]=[C:14]3[C:22]4[C:17](=[CH:18][CH:19]=[C:20]([CH2:23][N:24]5[C:28](=[O:29])[CH2:27][S:26][C:25]5=[O:30])[CH:21]=4)[NH:16][C:15]3=[O:31])[NH:11][CH:12]=2)[CH2:6][CH2:5][O:4][CH2:3][CH2:2]1.[CH3:32][S:33]([OH:36])(=[O:35])=[O:34].